Dataset: Drug-target binding data from BindingDB using IC50 measurements. Task: Regression. Given a target protein amino acid sequence and a drug SMILES string, predict the binding affinity score between them. We predict pIC50 (pIC50 = -log10(IC50 in M); higher means more potent). Dataset: bindingdb_ic50. (1) The target protein (P51144) has sequence MGGRAIVTDTNIFSGLESNTTGVTAFSMPAWQLALWATAYLGLVLVAVTGNATVIWIILAHERMRTVTNYFIINLALADLCMAAFNATFNFVYASHNIWYFGRAFCYFQNLFPITAMFVSIYSMTAIAADRYMAIVHPFQPRLSAPITKATIAGIWLVALALASPQCFYSTITVDQGATKCVVAWPNDNGGKMLLLYHLVVFVLVYFLPLVVMFVAYSVIGLTLWKRAVPRHQAHGANLRHLHAKKKFVKAMVLVVLTFAICWLPYHLYFILGSFQKDIYYRKFIQQVYLALFWLAMSSTMYNPIIYCCLNHRFRSGFRLAFRCCPWVTPTEEDRLELTRTPSLSRRVNRCHTKETLFMTADMTHSEATNGQVGSPQDVEPAAP. The compound is CC(C)C[C@@H](CN(C)[C@@H](CC(C)C)C(N)=O)NC(=O)CNC(=O)[C@@H](NC(=O)[C@H](Cc1ccccc1)NC(=O)[C@H](CO)NC(=O)[C@@H](N)CC(=O)O)C(C)C. The pIC50 is 6.7. (2) The drug is CCCc1cc(Oc2ccccc2)ccc1OCCCCOc1ccc(-c2sc(=O)[nH]c2O)cc1. The target protein (Q07869) has sequence MVDTESPLCPLSPLEAGDLESPLSEEFLQEMGNIQEISQSIGEDSSGSFGFTEYQYLGSCPGSDGSVITDTLSPASSPSSVTYPVVPGSVDESPSGALNIECRICGDKASGYHYGVHACEGCKGFFRRTIRLKLVYDKCDRSCKIQKKNRNKCQYCRFHKCLSVGMSHNAIRFGRMPRSEKAKLKAEILTCEHDIEDSETADLKSLAKRIYEAYLKNFNMNKVKARVILSGKASNNPPFVIHDMETLCMAEKTLVAKLVANGIQNKEAEVRIFHCCQCTSVETVTELTEFAKAIPGFANLDLNDQVTLLKYGVYEAIFAMLSSVMNKDGMLVAYGNGFITREFLKSLRKPFCDIMEPKFDFAMKFNALELDDSDISLFVAAIICCGDRPGLLNVGHIEKMQEGIVHVLRLHLQSNHPDDIFLFPKLLQKMADLRQLVTEHAQLVQIIKKTESDAALHPLLQEIYRDMY. The pIC50 is 4.3. (3) The compound is Clc1ccc(-c2nn(-c3ccccc3)cc2/C=N/OCc2ccccc2)cc1. The target protein (Q9JHG7) has sequence MELENYEQPVVLREDNLRRRRRMKPRSAAGSLSSMELIPIEFVLPTSQRISKTPETALLHVAGHGNVEQMKAQVWLRALETSVAAEFYHRLGPDQFLLLYQKKGQWYEIYDRYQVVQTLDCLHYWKLMHKSPGQIHVVQRHVPSEETLAFQKQLTSLIGYDVTDISNVHDDELEFTRRRLVTPRMAEVAGRDAKLYAMHPWVTSKPLPDYLSKKIANNCIFIVIHRGTTSQTIKVSADDTPGTILQSFFTKMAKKKSLMNISESQSEQDFVLRVCGRDEYLVGETPLKNFQWVRQCLKNGDEIHLVLDTPPDPALDEVRKEEWPLVDDCTGVTGYHEQLTIHGKDHESVFTVSLWDCDRKFRVKIRGIDIPVLPRNTDLTVFVEANIQHGQQVLCQRRTSPKPFAEEVLWNVWLEFGIKIKDLPKGALLNLQIYCCKTPSLSSKASAETPGSESKGKAQLLYYVNLLLIDHRFLLRHGDYVLHMWQISGKAEEQGSFNAD.... The pIC50 is 4.7. (4) The compound is C[N+](C)(C)C[C@H](CC(=O)O)OC(=O)CCCCCCCCCCCCCCCO[N+](=O)[O-]. The target protein (O70594) has sequence MRDYDEVTAFLGEWGPFQRLIFFLLSASIIPNGFNGMSIVFLAGTPEHRCLVPHTVNLSSAWRNHSIPLETKDGRQVPQSCRRYRLATIANFSALGLEPGRDVDLEQLEQENCLDGWEYNKDVFLSTIVTEWDLVCKDDWKAPLTTSLFFVGVLMGSFISGQLSDRFGRKNVLFLTMGMQTGFSFLQLFSVNFEMFTVLFVLVGMGQISNYVAAFVLGTEILSKSIRIIFATLGVCIFYAFGFMVLPLFAYFIRDWRMLLLALTVPGVLCGALWWFIPESPRWLISQGRVKEAEVIIRKAAKFNGIVAPSTIFDPSELQDLNSKKPQSHHIYDLVRTRNIRIITIMSIILWLTISVGYFGLSLDTPNLHGDIYVNCFLLAAVEVPAYVLAWLLLQHLPRRYSISAALFLGGSVLLFIQLVPSELFYLSTALVMVGKFGITSAYSMVYVYTAELYPTVVRNMGVGVSSTASRLGSILSPYFVYLGAYDRFLPYILMGSLTI.... The pIC50 is 4.3. (5) The small molecule is NC(=O)c1ccc(Oc2ccc(C(N)=O)cc2)cc1. The target protein sequence is AGQTLKGPWNNLERLAENTGEFQEVVRAFYDTLDAARSSIRVVRVERVSHPLLQQQYELYRERLLQRCERRPVEQVLYHGTTAPAVPDICAHGFNRSFCGRNATVYGKGVYFARRASYSVQDRYSPPNADGHKAVFVARVLTGDYGQGRRGLRAPPLRGPGHVLLRYDSAVDCICQPSIFVIFHDTQALPTHLITCEHVPRASPDDPSG. The pIC50 is 5.4. (6) The compound is Cc1ccnc2c(NC(=O)c3ccc(-n4c(O)c5c(c4O)[C@H]4C=C[C@@H]5C4)cc3)cccc12. The target protein (P21552) has sequence MNVPLGGIWLWLPLLLTWLTPEVSSSWWYMRATGGSSRVMCDNVPGLVSRQRQLCHRHPDVMRAIGLGVAEWTAECQHQFRQHRWNCNTLDRDHSLFGRVLLRSSRESAFVYAISSAGVVFAITRACSQGELKSCSCDPKKKGSAKDSKGTFDWGGCSDNIDYGIKFARAFVDAKERKGKDARALMNLHNNRAGRKAVKRFLKQECKCHGVSGSCTLRTCWLAMADFRKTGDYLWRKYNGAIQVVMNQDGTGFTVANKRFKKPTKNDLVYFENSPDYCIRDREAGSLGTAGRVCNLTSRGMDSCEVMCCGRGYDTSHVTRMTKCECKFHWCCAVRCQDCLEALDVHTCKAPKSADWATPT. The pIC50 is 7.6.